Regression/Classification. Given a drug SMILES string, predict its toxicity properties. Task type varies by dataset: regression for continuous values (e.g., LD50, hERG inhibition percentage) or binary classification for toxic/non-toxic outcomes (e.g., AMES mutagenicity, cardiotoxicity, hepatotoxicity). Dataset: ames. From a dataset of Ames mutagenicity test results for genotoxicity prediction. (1) The molecule is O=C(C=Cc1ccc(O)c(O)c1)OC1CC(O)(C(=O)O)CC(O)C1O. The result is 0 (non-mutagenic). (2) The drug is [N-]=[N+]=NCC(O)Cn1cnc2c(Cl)nc(N)nc21. The result is 1 (mutagenic). (3) The compound is O=Nc1c(-c2ccc(Cl)cc2)nc2sccn12. The result is 1 (mutagenic). (4) The drug is COc1ccccc1[N+](=O)[O-]. The result is 1 (mutagenic). (5) The compound is O=c1ccc2cc3c4c(c2o1)CCCN4CCC3. The result is 1 (mutagenic). (6) The drug is O=[N+]([O-])c1cc2c3c(cccc3c1)-c1ccccc1-2. The result is 1 (mutagenic). (7) The drug is OC1C=Cc2c(ccc3cc4c(cc23)C(O)C(O)c2ccccc2-4)C1O. The result is 0 (non-mutagenic).